Dataset: Forward reaction prediction with 1.9M reactions from USPTO patents (1976-2016). Task: Predict the product of the given reaction. (1) Given the reactants Cl[CH2:2][C:3](Cl)=[O:4].[C:6]1([S:12]([C:15]2[CH:20]=[CH:19][C:18]([OH:21])=[CH:17][CH:16]=2)(=[O:14])=[O:13])[CH:11]=[CH:10][CH:9]=[CH:8][CH:7]=1.[Cl-].[Cl-].[Cl-].[Al+3], predict the reaction product. The product is: [C:6]1([S:12]([C:15]2[CH:20]=[CH:2][C:3]([OH:4])=[C:17]([C:18](=[O:21])[CH3:19])[CH:16]=2)(=[O:13])=[O:14])[CH:7]=[CH:8][CH:9]=[CH:10][CH:11]=1. (2) Given the reactants Cl[C:2]1[C:11]2[C:6](=[CH:7][C:8]([S:12]([O:15][C:16]3[C:21]([F:22])=[C:20]([F:23])[C:19]([F:24])=[C:18]([F:25])[C:17]=3[F:26])(=[O:14])=[O:13])=[CH:9][CH:10]=2)[CH:5]=[CH:4][N:3]=1.[F:27][C:28]1[CH:29]=[C:30]([C:36]2[CH:41]=[CH:40][C:39](B3OC(C)(C)C(C)(C)O3)=[C:38]([O:51][CH3:52])[CH:37]=2)[C:31]([O:34][CH3:35])=[N:32][CH:33]=1.P([O-])([O-])([O-])=O.[K+].[K+].[K+].O, predict the reaction product. The product is: [F:27][C:28]1[CH:29]=[C:30]([C:36]2[CH:41]=[CH:40][C:39]([C:2]3[C:11]4[C:6](=[CH:7][C:8]([S:12]([O:15][C:16]5[C:21]([F:22])=[C:20]([F:23])[C:19]([F:24])=[C:18]([F:25])[C:17]=5[F:26])(=[O:14])=[O:13])=[CH:9][CH:10]=4)[CH:5]=[CH:4][N:3]=3)=[C:38]([O:51][CH3:52])[CH:37]=2)[C:31]([O:34][CH3:35])=[N:32][CH:33]=1. (3) The product is: [N+:18]([C:21]1[CH:22]=[CH:23][C:24]([NH:27][C:28](=[O:29])[O:17][C:13]2[CH:12]=[C:11]3[C:16](=[CH:15][CH:14]=2)[N:8]([CH2:1][C:2]2[CH:3]=[CH:4][CH:5]=[CH:6][CH:7]=2)[CH2:9][CH2:10]3)=[CH:25][CH:26]=1)([O-:20])=[O:19]. Given the reactants [CH2:1]([N:8]1[C:16]2[C:11](=[CH:12][C:13]([OH:17])=[CH:14][CH:15]=2)[CH2:10][CH2:9]1)[C:2]1[CH:7]=[CH:6][CH:5]=[CH:4][CH:3]=1.[N+:18]([C:21]1[CH:26]=[CH:25][C:24]([N:27]=[C:28]=[O:29])=[CH:23][CH:22]=1)([O-:20])=[O:19], predict the reaction product. (4) Given the reactants [CH:1]([C@@H:3]([NH:6][C:7](=[O:13])OC(C)(C)C)[CH2:4][CH3:5])=[O:2].Br[C:15]([F:22])([F:21])C(OCC)=O.S([O-])(O)(=O)=O.[K+], predict the reaction product. The product is: [CH2:4]([C@@H:3]1[NH:6][C:7](=[O:13])[C:15]([F:22])([F:21])[C@@H:1]1[OH:2])[CH3:5]. (5) Given the reactants [NH2:1][C:2]1[CH:22]=[CH:21][C:5]([CH2:6][N:7]2[N:12]=[C:11]([C:13]3[CH:18]=[CH:17][C:16]([Cl:19])=[CH:15][CH:14]=3)[CH2:10][S:9][C:8]2=[O:20])=[CH:4][CH:3]=1.C([O:25][C:26](=O)[CH2:27][S:28][CH3:29])C.C(OCl)(C)(C)C.C(N(CC)CC)C.Cl.[OH-].[Na+], predict the reaction product. The product is: [Cl:19][C:16]1[CH:17]=[CH:18][C:13]([C:11]2[CH2:10][S:9][C:8](=[O:20])[N:7]([CH2:6][C:5]3[CH:21]=[C:22]4[C:2](=[CH:3][CH:4]=3)[NH:1][C:26](=[O:25])[CH:27]4[S:28][CH3:29])[N:12]=2)=[CH:14][CH:15]=1. (6) Given the reactants [F:1][C:2]1([F:13])[O:6][C:5]2[CH:7]=[CH:8][C:9]([CH:11]=O)=[CH:10][C:4]=2[O:3]1.[C:14]([O:20][CH2:21][CH3:22])(=[O:19])[CH2:15]C([O-])=O, predict the reaction product. The product is: [F:1][C:2]1([F:13])[O:6][C:5]2[CH:7]=[CH:8][C:9]([CH:11]=[CH:15][C:14]([O:20][CH2:21][CH3:22])=[O:19])=[CH:10][C:4]=2[O:3]1. (7) Given the reactants [Cl:1][C:2]1[C:3]([CH3:18])=[C:4]([NH:10][C@H:11]([C@@H:15]([OH:17])[CH3:16])[C:12]([OH:14])=O)[CH:5]=[CH:6][C:7]=1[C:8]#[N:9].[Si:19]([O:26][CH2:27][C:28]1[CH:37]=[CH:36][C:31]([C:32]([NH:34][NH2:35])=[O:33])=[CH:30][CH:29]=1)([C:22]([CH3:25])([CH3:24])[CH3:23])([CH3:21])[CH3:20].O.ON1C2C=CC=CC=2N=N1.Cl.CN(C)CCCN=C=NCC.C(N(CC)CC)C, predict the reaction product. The product is: [Si:19]([O:26][CH2:27][C:28]1[CH:29]=[CH:30][C:31]([C:32]([NH:34][NH:35][C:12](=[O:14])[C@H:11]([NH:10][C:4]2[CH:5]=[CH:6][C:7]([C:8]#[N:9])=[C:2]([Cl:1])[C:3]=2[CH3:18])[C@@H:15]([OH:17])[CH3:16])=[O:33])=[CH:36][CH:37]=1)([C:22]([CH3:25])([CH3:24])[CH3:23])([CH3:21])[CH3:20].